Dataset: Cav3 T-type calcium channel HTS with 100,875 compounds. Task: Binary Classification. Given a drug SMILES string, predict its activity (active/inactive) in a high-throughput screening assay against a specified biological target. (1) The molecule is O=C(C(NO)(C)C)c1ccc(OC)cc1. The result is 0 (inactive). (2) The molecule is S(c1n(c(nn1)C1CC1)CC)CC(=O)c1c(OC)ccc(OC)c1. The result is 0 (inactive). (3) The compound is S(c1n(CC)c(nn1)c1occc1)CC(=O)Nc1scc(n1)C. The result is 0 (inactive). (4) The molecule is S(C(C)(C)C)CCNC(=O)CSc1ccc(cc1)C. The result is 0 (inactive). (5) The compound is O(c1c(OC)cc(cc1)/C=C\C(=O)Nc1c(cc([N+]([O-])=O)cc1)C)CCC. The result is 0 (inactive). (6) The compound is S(=O)(=O)(c1c2c(n(c1)CCC)cccc2)CC(=O)N1CCc2c1cccc2. The result is 0 (inactive). (7) The molecule is S(C1=NC2(CCCCC2)C=2CCCCC2N1)C. The result is 0 (inactive). (8) The drug is O(CCCCCC)c1ccc(cc1)C(/N)=N/O. The result is 0 (inactive). (9) The compound is O1CCN(C(c2ccccc2)C(=O)c2ccc(OCC)cc2)CC1. The result is 0 (inactive). (10) The result is 0 (inactive). The drug is Clc1cc(n2[nH]\c(nn2)=C2/C=c3c(=NC2=O)cccc3)ccc1Cl.